Dataset: Forward reaction prediction with 1.9M reactions from USPTO patents (1976-2016). Task: Predict the product of the given reaction. (1) Given the reactants [Cl:1][C:2]1[CH:3]=[CH:4][C:5]2[NH:11][C:10](=O)[C@@H:9]([CH2:13][C:14]([O:16][CH2:17][CH3:18])=[O:15])[O:8][C@H:7]([C:19]3[C:20]([O:25][CH3:26])=[N:21][CH:22]=[CH:23][CH:24]=3)[C:6]=2[CH:27]=1.C(=O)([O-])O.[Na+].P12(SP3(SP(SP(S3)(S1)=S)(=S)S2)=S)=[S:34].C(OCC)(=O)C, predict the reaction product. The product is: [Cl:1][C:2]1[CH:3]=[CH:4][C:5]2[NH:11][C:10](=[S:34])[C@@H:9]([CH2:13][C:14]([O:16][CH2:17][CH3:18])=[O:15])[O:8][C@H:7]([C:19]3[C:20]([O:25][CH3:26])=[N:21][CH:22]=[CH:23][CH:24]=3)[C:6]=2[CH:27]=1. (2) Given the reactants [CH:1]1([C:4]2[CH:12]=[CH:11][C:7]([C:8]([OH:10])=[O:9])=[CH:6][C:5]=2[CH:13]([OH:16])[CH2:14][CH3:15])[CH2:3][CH2:2]1.CC(OI1(OC(C)=O)(OC(C)=O)OC(=O)C2C=CC=CC1=2)=O, predict the reaction product. The product is: [CH:1]1([C:4]2[CH:12]=[CH:11][C:7]([C:8]([OH:10])=[O:9])=[CH:6][C:5]=2[C:13](=[O:16])[CH2:14][CH3:15])[CH2:2][CH2:3]1. (3) Given the reactants [C:1]1([OH:7])[CH:6]=[CH:5][CH:4]=[CH:3][CH:2]=1.[OH-].[Na+].[C:10](Cl)(=O)[CH:11]=[CH2:12], predict the reaction product. The product is: [C:1]1([O:7][CH2:12][CH:11]=[CH2:10])[CH:6]=[CH:5][CH:4]=[CH:3][CH:2]=1. (4) Given the reactants Cl[C:2]1[N:7]=[C:6]([NH:8][C@H:9]([CH3:12])[CH2:10][OH:11])[C:5]([C:13]2[S:14][CH:15]=[CH:16][CH:17]=2)=[CH:4][N:3]=1.[NH2:18][C:19]1[CH:24]=[CH:23][C:22]([S:25]([CH3:32])(=[N:27][C:28](=[O:31])[NH:29][CH3:30])=[O:26])=[CH:21][CH:20]=1, predict the reaction product. The product is: [CH3:30][NH:29][C:28]([N:27]=[S:25]([C:22]1[CH:23]=[CH:24][C:19]([NH:18][C:2]2[N:7]=[C:6]([NH:8][C@H:9]([CH3:12])[CH2:10][OH:11])[C:5]([C:13]3[S:14][CH:15]=[CH:16][CH:17]=3)=[CH:4][N:3]=2)=[CH:20][CH:21]=1)([CH3:32])=[O:26])=[O:31]. (5) Given the reactants [Cl:1][C:2]1[CH:7]=[CH:6][C:5]([OH:8])=[C:4]([O:9][C:10]2[CH:15]=[CH:14][CH:13]=[CH:12][C:11]=2[F:16])[CH:3]=1.[CH3:17][O:18][C:19](=[O:39])[CH2:20][CH2:21][C:22]1[CH:27]=[CH:26][C:25]([O:28][CH2:29][CH2:30][CH:31](OS(C)(=O)=O)[CH3:32])=[CH:24][C:23]=1[CH3:38], predict the reaction product. The product is: [CH3:17][O:18][C:19](=[O:39])[CH2:20][CH2:21][C:22]1[CH:27]=[CH:26][C:25]([O:28][CH2:29][CH2:30][C@@H:31]([O:8][C:5]2[CH:6]=[CH:7][C:2]([Cl:1])=[CH:3][C:4]=2[O:9][C:10]2[CH:15]=[CH:14][CH:13]=[CH:12][C:11]=2[F:16])[CH3:32])=[CH:24][C:23]=1[CH3:38]. (6) Given the reactants Br[CH2:2][C:3]1[C:7]2[CH:8]=[CH:9][CH:10]=[CH:11][C:6]=2[O:5][C:4]=1[C:12]([O:14][CH3:15])=[O:13].[CH3:16][NH:17][CH3:18], predict the reaction product. The product is: [CH3:16][N:17]([CH2:2][C:3]1[C:7]2[CH:8]=[CH:9][CH:10]=[CH:11][C:6]=2[O:5][C:4]=1[C:12]([O:14][CH3:15])=[O:13])[CH3:18]. (7) Given the reactants [ClH:1].Cl.Br[C:4]1[CH:9]=[CH:8][C:7]([CH2:10][O:11][C:12]2[CH:13]=[C:14]3[C:19](=[CH:20][CH:21]=2)[CH2:18][CH:17]([CH2:22][CH2:23][N:24]([CH3:26])[CH3:25])[CH2:16][CH2:15]3)=[CH:6][N:5]=1.C1(C)C=CC=CC=1.C(=O)([O-])[O-].[Na+].[Na+].[CH3:40][O:41][C:42]1[CH:47]=[CH:46][C:45](OB(O)O)=[CH:44][CH:43]=1, predict the reaction product. The product is: [ClH:1].[ClH:1].[CH3:25][N:24]([CH2:23][CH2:22][CH:17]1[CH2:16][CH2:15][C:14]2[C:19](=[CH:20][CH:21]=[C:12]([O:11][CH2:10][C:7]3[CH:6]=[N:5][C:4]([C:43]4[CH:44]=[CH:45][CH:46]=[CH:47][C:42]=4[O:41][CH3:40])=[CH:9][CH:8]=3)[CH:13]=2)[CH2:18]1)[CH3:26].